This data is from Reaction yield outcomes from USPTO patents with 853,638 reactions. The task is: Predict the reaction yield, written as a fraction of the theoretical maximum amount of product (1.0 means a 100% yield; for example, 0.34 means a 34% yield). (1) The reactants are [CH2:1]([C:3]1[CH:8]=[C:7]([C:9]([F:12])([F:11])[F:10])[N:6]=[C:5]([CH:13]=O)[CH:4]=1)[CH3:2].[CH3:15][C:16]([S@@:19]([NH2:21])=[O:20])([CH3:18])[CH3:17]. The catalyst is C1COCC1.O. The product is [CH2:1]([C:3]1[CH:8]=[C:7]([C:9]([F:12])([F:11])[F:10])[N:6]=[C:5]([CH:13]=[N:21][S@:19]([C:16]([CH3:18])([CH3:17])[CH3:15])=[O:20])[CH:4]=1)[CH3:2]. The yield is 0.620. (2) The reactants are [CH3:1][C:2]1[O:6][N:5]=[C:4]([C:7]2[CH:12]=[CH:11][CH:10]=[CH:9][CH:8]=2)[C:3]=1[C:13]([NH:15][NH2:16])=[O:14].[CH3:17][O:18][C:19]1[CH:27]=[C:26]([C:28]([F:31])([F:30])[F:29])[CH:25]=[CH:24][C:20]=1[C:21](O)=O. No catalyst specified. The product is [CH3:17][O:18][C:19]1[CH:27]=[C:26]([C:28]([F:29])([F:30])[F:31])[CH:25]=[CH:24][C:20]=1[C:21]1[O:14][C:13]([C:3]2[C:4]([C:7]3[CH:12]=[CH:11][CH:10]=[CH:9][CH:8]=3)=[N:5][O:6][C:2]=2[CH3:1])=[N:15][N:16]=1. The yield is 0.500. (3) The catalyst is C1COCC1.II. The product is [C:2]1([B:20]([OH:23])[OH:21])[C:19]2[CH:18]=[CH:17][C:16]3[C:7](=[CH:8][CH:9]=[C:10]4[C:15]=3[CH:14]=[CH:13][CH:12]=[CH:11]4)[C:6]=2[CH:5]=[CH:4][CH:3]=1. The yield is 0.760. The reactants are Br[C:2]1[C:19]2[CH:18]=[CH:17][C:16]3[C:7](=[CH:8][CH:9]=[C:10]4[C:15]=3[CH:14]=[CH:13][CH:12]=[CH:11]4)[C:6]=2[CH:5]=[CH:4][CH:3]=1.[B:20](OC)([O:23]C)[O:21]C.